Predict the product of the given reaction. From a dataset of Forward reaction prediction with 1.9M reactions from USPTO patents (1976-2016). (1) Given the reactants [C:1]1([C:7]2[CH:12]=[C:11]([C:13]3([CH2:19][OH:20])[CH2:18][CH2:17][O:16][CH2:15][CH2:14]3)[CH:10]=[CH:9][C:8]=2[NH:21][C:22]([C:24]2[NH:25][CH:26]=[C:27]([C:29]#[N:30])[N:28]=2)=[O:23])[CH2:6][CH2:5][CH2:4][CH2:3][CH:2]=1.CC(OI1(OC(C)=O)(OC(C)=O)OC(=O)C2C=CC=CC1=2)=O.C([O-])(O)=O.[Na+].[O-]S([O-])(=S)=O.[Na+].[Na+], predict the reaction product. The product is: [C:1]1([C:7]2[CH:12]=[C:11]([C:13]3([CH:19]=[O:20])[CH2:14][CH2:15][O:16][CH2:17][CH2:18]3)[CH:10]=[CH:9][C:8]=2[NH:21][C:22]([C:24]2[NH:25][CH:26]=[C:27]([C:29]#[N:30])[N:28]=2)=[O:23])[CH2:6][CH2:5][CH2:4][CH2:3][CH:2]=1. (2) Given the reactants C([O:5][C:6]([NH:8][CH2:9][CH2:10][C:11]1[N:15]=[C:14]([C:16]([O:18][CH2:19][CH3:20])=[O:17])[NH:13][N:12]=1)=[O:7])(C)(C)C.C(O)=O, predict the reaction product. The product is: [CH:6]([OH:7])=[O:5].[NH2:8][CH2:9][CH2:10][C:11]1[N:15]=[C:14]([C:16]([O:18][CH2:19][CH3:20])=[O:17])[NH:13][N:12]=1. (3) Given the reactants [H-].[Na+].[C:3]1([OH:9])[CH:8]=[CH:7][CH:6]=[CH:5][CH:4]=1.[Br:10][C:11]1[CH:12]=[N:13][CH:14]=[C:15](Br)[CH:16]=1.[OH-].[Na+], predict the reaction product. The product is: [Br:10][C:11]1[CH:12]=[N:13][CH:14]=[C:15]([O:9][C:3]2[CH:8]=[CH:7][CH:6]=[CH:5][CH:4]=2)[CH:16]=1.